This data is from Catalyst prediction with 721,799 reactions and 888 catalyst types from USPTO. The task is: Predict which catalyst facilitates the given reaction. (1) Reactant: [C:1]([O:5][C:6](=[O:17])[C:7]1[CH:12]=[C:11]([N:13]([CH3:15])[CH3:14])[N:10]=[C:9](Cl)[CH:8]=1)([CH3:4])([CH3:3])[CH3:2].C([O-])([O-])=O.[Cs+].[Cs+].B1(C=C)OB([CH:30]=[CH2:31])OB(C=C)O1.C1C=CN=CC=1. Product: [C:1]([O:5][C:6](=[O:17])[C:7]1[CH:8]=[C:9]([CH:30]=[CH2:31])[N:10]=[C:11]([N:13]([CH3:15])[CH3:14])[CH:12]=1)([CH3:4])([CH3:3])[CH3:2]. The catalyst class is: 62. (2) Reactant: [O:1]1[CH2:6][CH2:5][N:4]([C:7]2[CH:8]=[N:9][C:10]3[C:15]([N:16]=2)=[CH:14][C:13]([C:17]([C:19]2[CH:20]=[C:21]([NH:25]C(=O)C(C)(C)C)[CH:22]=[CH:23][CH:24]=2)=[O:18])=[CH:12][CH:11]=3)[CH2:3][CH2:2]1.Cl.[OH-].[Na+]. Product: [NH2:25][C:21]1[CH:20]=[C:19]([C:17]([C:13]2[CH:14]=[C:15]3[C:10](=[CH:11][CH:12]=2)[N:9]=[CH:8][C:7]([N:4]2[CH2:3][CH2:2][O:1][CH2:6][CH2:5]2)=[N:16]3)=[O:18])[CH:24]=[CH:23][CH:22]=1. The catalyst class is: 52. (3) Reactant: [C:1]1([CH:7]2[CH2:16][CH2:15][C:14]3[C:9](=[CH:10][CH:11]=[CH:12][CH:13]=3)[CH:8]2[C:17]2[CH:22]=[CH:21][C:20](OS(C(F)(F)F)(=O)=O)=[CH:19][CH:18]=2)[CH:6]=[CH:5][CH:4]=[CH:3][CH:2]=1.[C:31]([O:35][CH3:36])(=[O:34])[CH:32]=[CH2:33]. Product: [CH3:36][O:35][C:31](=[O:34])[CH:32]=[CH:33][C:20]1[CH:19]=[CH:18][C:17]([CH:8]2[C:9]3[C:14](=[CH:13][CH:12]=[CH:11][CH:10]=3)[CH2:15][CH2:16][CH:7]2[C:1]2[CH:6]=[CH:5][CH:4]=[CH:3][CH:2]=2)=[CH:22][CH:21]=1. The catalyst class is: 23. (4) Reactant: [F:1][C:2]([F:20])([F:19])[C:3]1[CH:8]=[CH:7][C:6]([C:9]2[CH:13]=[C:12]([C:14]([O:16][CH2:17][CH3:18])=[O:15])[NH:11][N:10]=2)=[CH:5][CH:4]=1.C(=O)([O-])[O-].[K+].[K+].I[CH:28]([CH3:30])[CH3:29]. Product: [CH:28]([N:11]1[C:12]([C:14]([O:16][CH2:17][CH3:18])=[O:15])=[CH:13][C:9]([C:6]2[CH:5]=[CH:4][C:3]([C:2]([F:1])([F:19])[F:20])=[CH:8][CH:7]=2)=[N:10]1)([CH3:30])[CH3:29]. The catalyst class is: 21.